From a dataset of Reaction yield outcomes from USPTO patents with 853,638 reactions. Predict the reaction yield, written as a fraction of the theoretical maximum amount of product (1.0 means a 100% yield; for example, 0.34 means a 34% yield). (1) The reactants are C([Li])CCC.[S:6]1[CH:10]=[CH:9][N:8]=[CH:7]1.[O:11]=[C:12]1[CH2:16][CH2:15][N:14]([C:17]([O:19][C:20]([CH3:23])([CH3:22])[CH3:21])=[O:18])[CH2:13]1. The catalyst is CCCCCC.C1COCC1. The product is [OH:11][C:12]1([C:7]2[S:6][CH:10]=[CH:9][N:8]=2)[CH2:16][CH2:15][N:14]([C:17]([O:19][C:20]([CH3:23])([CH3:22])[CH3:21])=[O:18])[CH2:13]1. The yield is 0.700. (2) The reactants are F[C:2]1[CH:12]=[CH:11][C:5]([C:6]([O:8]CC)=[O:7])=[CH:4][C:3]=1[N+:13]([O-:15])=[O:14].[OH-].[Li+].O.[CH3:19][N:20]([CH:22]=O)C. The catalyst is C1COCC1. The product is [N:20]1([C:2]2[CH:12]=[CH:11][C:5]([C:6]([OH:8])=[O:7])=[CH:4][C:3]=2[N+:13]([O-:15])=[O:14])[CH2:22][CH2:4][CH2:3][CH2:2][CH2:12][CH2:19]1. The yield is 0.860. (3) The reactants are [OH-].[Na+].[OH:3][CH:4]1[CH2:9][CH2:8][N:7]([C:10]2[CH:19]=[C:18]([C:20]([NH:22][C:23]3[C:32]([CH3:33])=[CH:31][C:26]([C:27]([O:29]C)=[O:28])=[CH:25][C:24]=3[CH3:34])=[O:21])[C:17]3[C:12](=[CH:13][CH:14]=[CH:15][CH:16]=3)[N:11]=2)[CH2:6][CH2:5]1.CO. The catalyst is C1COCC1. The product is [OH:3][CH:4]1[CH2:5][CH2:6][N:7]([C:10]2[CH:19]=[C:18]([C:20]([NH:22][C:23]3[C:24]([CH3:34])=[CH:25][C:26]([C:27]([OH:29])=[O:28])=[CH:31][C:32]=3[CH3:33])=[O:21])[C:17]3[C:12](=[CH:13][CH:14]=[CH:15][CH:16]=3)[N:11]=2)[CH2:8][CH2:9]1. The yield is 0.400. (4) The reactants are [N:1]12[CH2:8][CH2:7][C:4]([C:9]([C:16]3[S:17][CH:18]=[CH:19][CH:20]=3)([C:11]3[S:12][CH:13]=[CH:14][CH:15]=3)[OH:10])([CH2:5][CH2:6]1)[CH2:3][CH2:2]2.[Br:21][CH2:22][CH2:23][CH2:24][C:25]1[CH:30]=[CH:29][CH:28]=[CH:27][CH:26]=1. The catalyst is CO. The product is [Br-:21].[OH:10][C:9]([C:16]1[S:17][CH:18]=[CH:19][CH:20]=1)([C:11]1[S:12][CH:13]=[CH:14][CH:15]=1)[C:4]12[CH2:5][CH2:6][N+:1]([CH2:22][CH2:23][CH2:24][C:25]3[CH:30]=[CH:29][CH:28]=[CH:27][CH:26]=3)([CH2:8][CH2:7]1)[CH2:2][CH2:3]2. The yield is 0.623.